From a dataset of Catalyst prediction with 721,799 reactions and 888 catalyst types from USPTO. Predict which catalyst facilitates the given reaction. Reactant: C([N:8]1[CH2:12][CH2:11][C@:10]([C:23]2[CH:28]=[CH:27][C:26]([C:29]([O:38]CC3C=CC=CC=3)([C:34]([F:37])([F:36])[F:35])[C:30]([F:33])([F:32])[F:31])=[CH:25][CH:24]=2)([S:13]([C:16]2[CH:21]=[CH:20][C:19]([F:22])=[CH:18][CH:17]=2)(=[O:15])=[O:14])[CH2:9]1)C1C=CC=CC=1.[ClH:46].[H][H]. Product: [ClH:46].[F:33][C:30]([F:31])([F:32])[C:29]([C:26]1[CH:25]=[CH:24][C:23]([C@:10]2([S:13]([C:16]3[CH:17]=[CH:18][C:19]([F:22])=[CH:20][CH:21]=3)(=[O:15])=[O:14])[CH2:11][CH2:12][NH:8][CH2:9]2)=[CH:28][CH:27]=1)([OH:38])[C:34]([F:37])([F:36])[F:35]. The catalyst class is: 105.